This data is from Reaction yield outcomes from USPTO patents with 853,638 reactions. The task is: Predict the reaction yield, written as a fraction of the theoretical maximum amount of product (1.0 means a 100% yield; for example, 0.34 means a 34% yield). (1) The reactants are [CH3:1][O:2][C:3](=[O:21])[C:4]1[CH:9]=[CH:8][CH:7]=[C:6]([CH:10]([N:13]2[C:18](=[O:19])[CH:17]=[CH:16][C:15](Cl)=[N:14]2)[CH2:11][CH3:12])[CH:5]=1.[OH:22][CH2:23][C:24]1[CH:25]=[C:26](B(O)O)[CH:27]=[CH:28][CH:29]=1.C(=O)([O-])[O-].[Na+].[Na+]. The catalyst is COCCOC.O.Cl[Pd](Cl)([P](C1C=CC=CC=1)(C1C=CC=CC=1)C1C=CC=CC=1)[P](C1C=CC=CC=1)(C1C=CC=CC=1)C1C=CC=CC=1. The product is [CH3:1][O:2][C:3](=[O:21])[C:4]1[CH:9]=[CH:8][CH:7]=[C:6]([CH:10]([N:13]2[C:18](=[O:19])[CH:17]=[CH:16][C:15]([C:28]3[CH:27]=[CH:26][CH:25]=[C:24]([CH2:23][OH:22])[CH:29]=3)=[N:14]2)[CH2:11][CH3:12])[CH:5]=1. The yield is 0.820. (2) The reactants are [NH2:1][C@H:2]1[CH2:7][CH2:6][C@H:5]([C:8]([N:10]2[CH2:15][CH2:14][N:13]([CH:16]([CH3:18])[CH3:17])[CH2:12][CH2:11]2)=[O:9])[CH2:4][CH2:3]1.Cl[C:20]1[CH:27]=[CH:26][C:23]([C:24]#[N:25])=[CH:22][N:21]=1.C(N(C(C)C)CC)(C)C. The catalyst is O1CCOCC1. The yield is 0.0900. The product is [CH:16]([N:13]1[CH2:12][CH2:11][N:10]([C:8]([C@H:5]2[CH2:6][CH2:7][C@H:2]([NH:1][C:20]3[CH:27]=[CH:26][C:23]([C:24]#[N:25])=[CH:22][N:21]=3)[CH2:3][CH2:4]2)=[O:9])[CH2:15][CH2:14]1)([CH3:18])[CH3:17].